This data is from hERG Central: cardiac toxicity at 1µM, 10µM, and general inhibition. The task is: Predict hERG channel inhibition at various concentrations. The compound is CCCN(CCC)CC(O)COc1ccc([N+](=O)[O-])cc1. Results: hERG_inhib (hERG inhibition (general)): blocker.